From a dataset of Reaction yield outcomes from USPTO patents with 853,638 reactions. Predict the reaction yield, written as a fraction of the theoretical maximum amount of product (1.0 means a 100% yield; for example, 0.34 means a 34% yield). (1) The reactants are [CH3:1][N:2]([CH3:7])[CH2:3][C:4](O)=[O:5].O=C1N(P(Cl)(N2CCOC2=O)=O)CCO1.CCN(CC)CC.[F:30][C:31]([F:36])([F:35])[C:32]([OH:34])=[O:33].[CH3:37][C:38]1([CH3:66])[CH2:43][CH2:42][C:41]([C:44]2[N:49]=[C:48]([CH:50]3[CH2:55][CH2:54][NH:53][CH2:52][CH2:51]3)[CH:47]=[CH:46][C:45]=2[NH:56][C:57]([C:59]2[NH:60][CH:61]=[C:62]([C:64]#[N:65])[N:63]=2)=[O:58])=[CH:40][CH2:39]1. The catalyst is C(Cl)Cl. The product is [F:30][C:31]([F:36])([F:35])[C:32]([OH:34])=[O:33].[CH3:1][N:2]([CH3:7])[CH2:3][C:4]([N:53]1[CH2:54][CH2:55][CH:50]([C:48]2[CH:47]=[CH:46][C:45]([NH:56][C:57]([C:59]3[NH:60][CH:61]=[C:62]([C:64]#[N:65])[N:63]=3)=[O:58])=[C:44]([C:41]3[CH2:42][CH2:43][C:38]([CH3:66])([CH3:37])[CH2:39][CH:40]=3)[N:49]=2)[CH2:51][CH2:52]1)=[O:5]. The yield is 0.530. (2) The reactants are [OH:1][CH2:2][C:3]([CH2:8][OH:9])([CH3:7])[C:4]([OH:6])=[O:5].[CH3:10][Si](C=[N+]=[N-])(C)C. The catalyst is CO.C(OCC)C. The product is [OH:1][CH2:2][C:3]([CH2:8][OH:9])([CH3:7])[C:4]([O:6][CH3:10])=[O:5]. The yield is 0.340. (3) The reactants are [CH3:1][N:2]1[C:10]2[C:5](=[CH:6][C:7]([N:11]3[CH2:19][C:18]4[C:13](=[CH:14][C:15](B5OC(C)(C)C(C)(C)O5)=[CH:16][CH:17]=4)[C:12]3=[O:29])=[CH:8][CH:9]=2)[CH:4]=[CH:3]1.Br[CH:31]=[C:32]([CH3:34])[CH3:33].C(=O)([O-])[O-].[Cs+].[Cs+]. The catalyst is C1C=CC([PH+]([C]2[CH][CH][CH][CH]2)C2C=CC=CC=2)=CC=1.C1C=CC([PH+]([C]2[CH][CH][CH][CH]2)C2C=CC=CC=2)=CC=1.C(Cl)Cl.Cl[Pd]Cl.[Fe].CN(C=O)C.O. The product is [CH3:1][N:2]1[C:10]2[C:5](=[CH:6][C:7]([N:11]3[CH2:19][C:18]4[C:13](=[CH:14][C:15]([CH:31]=[C:32]([CH3:34])[CH3:33])=[CH:16][CH:17]=4)[C:12]3=[O:29])=[CH:8][CH:9]=2)[CH:4]=[CH:3]1. The yield is 0.390. (4) The reactants are Cl.[CH2:2]([O:4][C:5](=[O:31])[C:6]([CH3:30])([CH3:29])[CH2:7][CH2:8][CH2:9][CH2:10][CH2:11][C:12]([N+]#[C-])(S(C1C=CC(C)=CC=1)(=O)=O)[CH2:13][CH2:14][CH2:15][CH3:16])[CH3:3].[OH2:32]. The yield is 0.890. The catalyst is C(Cl)Cl. The product is [CH2:2]([O:4][C:5](=[O:31])[C:6]([CH3:30])([CH3:29])[CH2:7][CH2:8][CH2:9][CH2:10][CH2:11][C:12](=[O:32])[CH2:13][CH2:14][CH2:15][CH3:16])[CH3:3].